This data is from Full USPTO retrosynthesis dataset with 1.9M reactions from patents (1976-2016). The task is: Predict the reactants needed to synthesize the given product. (1) Given the product [Cl:8][C:6]1[N:7]=[C:2]([N:21]2[C:22]3[C:18](=[CH:17][C:16]([Br:15])=[CH:24][C:23]=3[Br:25])[CH2:19][CH2:20]2)[C:3](=[O:14])[N:4]([C@H:9]([CH3:13])[CH2:10][O:11][CH3:12])[CH:5]=1, predict the reactants needed to synthesize it. The reactants are: Cl[C:2]1[C:3](=[O:14])[N:4]([C@H:9]([CH3:13])[CH2:10][O:11][CH3:12])[CH:5]=[C:6]([Cl:8])[N:7]=1.[Br:15][C:16]1[CH:17]=[C:18]2[C:22](=[C:23]([Br:25])[CH:24]=1)[NH:21][CH2:20][CH2:19]2. (2) Given the product [CH2:1]([N:8]1[CH2:12][CH2:11][CH:10]([CH2:13][CH2:14][NH2:15])[CH2:9]1)[C:2]1[CH:7]=[CH:6][CH:5]=[CH:4][CH:3]=1, predict the reactants needed to synthesize it. The reactants are: [CH2:1]([N:8]1[CH2:12][CH2:11][CH:10]([CH2:13][C:14]#[N:15])[CH2:9]1)[C:2]1[CH:7]=[CH:6][CH:5]=[CH:4][CH:3]=1.[H-].[Al+3].[Li+].[H-].[H-].[H-].O.[OH-].[Na+].